Dataset: Reaction yield outcomes from USPTO patents with 853,638 reactions. Task: Predict the reaction yield, written as a fraction of the theoretical maximum amount of product (1.0 means a 100% yield; for example, 0.34 means a 34% yield). (1) The reactants are [C:1]([C:3]1[CH:8]=[CH:7][CH:6]=[CH:5][C:4]=1[OH:9])#[N:2].[F:10][CH:11]([F:14])[CH2:12]O.C1(P(C2C=CC=CC=2)C2C=CC=CC=2)C=CC=CC=1.N(C(OC(C)C)=O)=NC(OC(C)C)=O. The catalyst is C1(C)C=CC=CC=1. The product is [F:10][CH:11]([F:14])[CH2:12][O:9][C:4]1[CH:5]=[CH:6][CH:7]=[CH:8][C:3]=1[C:1]#[N:2]. The yield is 0.910. (2) The reactants are [C:1]([C:4]1[C:9]([NH:10][C:11]([C:13]2[N:14]=[C:15]([C:18]([F:21])([F:20])[F:19])[S:16][CH:17]=2)=O)=[C:8]([Cl:22])[C:7]([O:23][CH3:24])=[CH:6][CH:5]=1)(=[O:3])[CH3:2].ClC1C(OC)=CC=C2C=1N=C(C1SC=C(C#C)N=1)C=C2O. No catalyst specified. The product is [Cl:22][C:8]1[C:7]([O:23][CH3:24])=[CH:6][CH:5]=[C:4]2[C:9]=1[N:10]=[C:11]([C:13]1[N:14]=[C:15]([C:18]([F:21])([F:20])[F:19])[S:16][CH:17]=1)[CH:2]=[C:1]2[OH:3]. The yield is 0.260. (3) The reactants are [CH:1]1([N:4]2[CH2:12][C:11]3[C:6](=[CH:7][CH:8]=[C:9]([NH2:13])[CH:10]=3)[CH2:5]2)[CH2:3][CH2:2]1.Cl[C:15]1[N:20]=[C:19]([NH:21][C@@H:22]2[CH2:27][CH2:26][CH2:25][N:24]([C:28](=[O:31])[CH:29]=[CH2:30])[CH2:23]2)[C:18]([F:32])=[CH:17][N:16]=1.C([O-])([O-])=O.[Cs+].[Cs+].CN(C1C(C2C(P(C3CCCCC3)C3CCCCC3)=CC=CC=2)=CC=CC=1)C. The catalyst is C1C=CC(/C=C/C(/C=C/C2C=CC=CC=2)=O)=CC=1.C1C=CC(/C=C/C(/C=C/C2C=CC=CC=2)=O)=CC=1.C1C=CC(/C=C/C(/C=C/C2C=CC=CC=2)=O)=CC=1.[Pd].[Pd]. The product is [CH:1]1([N:4]2[CH2:12][C:11]3[C:6](=[CH:7][CH:8]=[C:9]([NH:13][C:15]4[N:20]=[C:19]([NH:21][C@@H:22]5[CH2:27][CH2:26][CH2:25][N:24]([C:28](=[O:31])[CH:29]=[CH2:30])[CH2:23]5)[C:18]([F:32])=[CH:17][N:16]=4)[CH:10]=3)[CH2:5]2)[CH2:3][CH2:2]1. The yield is 0.404. (4) The reactants are C[O:2][C:3]([C:5]1[C:10]([CH:11](F)[CH3:12])=[C:9]([NH2:14])[N:8]=[C:7]([C:15]2[CH:20]=[CH:19][C:18]([Cl:21])=[C:17]([O:22][CH3:23])[C:16]=2[F:24])[N:6]=1)=[O:4].[OH-:25].[Na+].Cl.[CH3:28]O. No catalyst specified. The product is [NH2:14][C:9]1[N:8]=[C:7]([C:15]2[CH:20]=[CH:19][C:18]([Cl:21])=[C:17]([O:22][CH3:23])[C:16]=2[F:24])[N:6]=[C:5]([C:3]([OH:2])=[O:4])[C:10]=1[CH:11]([O:25][CH3:28])[CH3:12]. The yield is 0.850. (5) The reactants are C(O)(C(F)(F)F)=O.O[CH2:9][C:10]1[CH:15]=[CH:14][C:13]([O:16][C:17](=[O:26])[N:18]([CH3:25])[C:19]2[CH:24]=[CH:23][CH:22]=[CH:21][CH:20]=2)=[CH:12][CH:11]=1.[NH:27]1[CH:31]=[N:30][CH:29]=[N:28]1. No catalyst specified. The product is [N:27]1([CH2:9][C:10]2[CH:15]=[CH:14][C:13]([O:16][C:17](=[O:26])[N:18]([CH3:25])[C:19]3[CH:24]=[CH:23][CH:22]=[CH:21][CH:20]=3)=[CH:12][CH:11]=2)[CH:31]=[N:30][CH:29]=[N:28]1. The yield is 0.270. (6) The reactants are [C:1]1([C:7]([CH3:14])([CH3:13])[C:8](=[O:12])[C:9]([O-:11])=[O:10])[CH:6]=[CH:5][CH:4]=[CH:3][CH:2]=1.[CH3:15][Si](C=[N+]=[N-])(C)C. The catalyst is CCOCC.CO. The product is [C:1]1([C:7]([CH3:14])([CH3:13])[C:8](=[O:12])[C:9]([O:11][CH3:15])=[O:10])[CH:6]=[CH:5][CH:4]=[CH:3][CH:2]=1. The yield is 0.880. (7) The reactants are [CH2:1]([C@H:8]([C@@H:31]([O:35][Si:36]([CH:43]([CH3:45])[CH3:44])([CH:40]([CH3:42])[CH3:41])[CH:37]([CH3:39])[CH3:38])[C@@H:32]([OH:34])[CH3:33])[CH2:9][O:10][CH2:11][C@@H:12]([NH:23][C:24]([O:26][C:27]([CH3:30])([CH3:29])[CH3:28])=[O:25])[C:13]([O:15]CC1C=CC=CC=1)=[O:14])[C:2]1[CH:7]=[CH:6][CH:5]=[CH:4][CH:3]=1. The catalyst is CCOC(C)=O.[Pd]. The product is [CH2:1]([C@H:8]([C@@H:31]([O:35][Si:36]([CH:40]([CH3:42])[CH3:41])([CH:43]([CH3:45])[CH3:44])[CH:37]([CH3:38])[CH3:39])[C@@H:32]([OH:34])[CH3:33])[CH2:9][O:10][CH2:11][C@@H:12]([NH:23][C:24]([O:26][C:27]([CH3:30])([CH3:28])[CH3:29])=[O:25])[C:13]([OH:15])=[O:14])[C:2]1[CH:7]=[CH:6][CH:5]=[CH:4][CH:3]=1. The yield is 1.00. (8) The reactants are [Cl-].O[NH3+:3].[C:4](=[O:7])([O-])[OH:5].[Na+].CS(C)=O.[CH2:13]([C:17]1[N:18]=[C:19]([CH3:43])[N:20]([CH2:39][CH:40]2[CH2:42][CH2:41]2)[C:21](=[O:38])[C:22]=1[CH2:23][C:24]1[CH:29]=[CH:28][C:27]([C:30]2[C:31]([C:36]#[N:37])=[CH:32][CH:33]=[CH:34][CH:35]=2)=[CH:26][CH:25]=1)[CH2:14][CH2:15][CH3:16]. The catalyst is O.C(OCC)(=O)C. The product is [CH2:13]([C:17]1[N:18]=[C:19]([CH3:43])[N:20]([CH2:39][CH:40]2[CH2:41][CH2:42]2)[C:21](=[O:38])[C:22]=1[CH2:23][C:24]1[CH:29]=[CH:28][C:27]([C:30]2[CH:35]=[CH:34][CH:33]=[CH:32][C:31]=2[C:36]2[NH:3][C:4](=[O:7])[O:5][N:37]=2)=[CH:26][CH:25]=1)[CH2:14][CH2:15][CH3:16]. The yield is 0.140. (9) The reactants are [CH3:1][C:2]1[CH:20]=[CH:19][CH:18]=[C:17]([CH3:21])[C:3]=1[O:4][C:5]1[CH:6]=[C:7]([C:14]([OH:16])=O)[C:8](=[CH:12][CH:13]=1)[C:9]([OH:11])=O.[NH2:22][CH2:23][C:24]([OH:26])=[O:25]. The catalyst is O. The product is [CH3:21][C:17]1[CH:18]=[CH:19][CH:20]=[C:2]([CH3:1])[C:3]=1[O:4][C:5]1[CH:6]=[C:7]2[C:8](=[CH:12][CH:13]=1)[C:9](=[O:11])[N:22]([CH2:23][C:24]([OH:26])=[O:25])[C:14]2=[O:16]. The yield is 0.990. (10) The reactants are [OH:1][C:2]1[CH:3]=[C:4]2[C:9](=[CH:10][C:11]=1[CH3:12])[N:8]=[CH:7][N:6]=[CH:5]2.Cl[C:14]1[C:23]2[C:18](=[CH:19][C:20]([O:26][CH3:27])=[C:21]([O:24][CH3:25])[CH:22]=2)[N:17]=[CH:16][CH:15]=1.O. The catalyst is CN(C)C1C=CN=CC=1.ClC1C=CC=CC=1Cl. The product is [CH3:25][O:24][C:21]1[CH:22]=[C:23]2[C:18](=[CH:19][C:20]=1[O:26][CH3:27])[N:17]=[CH:16][CH:15]=[C:14]2[O:1][C:2]1[CH:3]=[C:4]2[C:9](=[CH:10][C:11]=1[CH3:12])[N:8]=[CH:7][N:6]=[CH:5]2. The yield is 0.860.